Dataset: Reaction yield outcomes from USPTO patents with 853,638 reactions. Task: Predict the reaction yield, written as a fraction of the theoretical maximum amount of product (1.0 means a 100% yield; for example, 0.34 means a 34% yield). (1) The reactants are COC1C=CC(C(OC[C@H]2O[C@@H](N3C4C(C(C(C5C=CC=CC=5)(C5C=CC=CC=5)C5C=CC(OC)=CC=5)(N=CN=4)N)=NC3)[C@H](O)[C@@H]2O)(C2C=CC=CC=2)C2C=CC=CC=2)=CC=1.O=P12OP3(OP(OP(O3)(O1)=O)(=O)O2)=O.[H-].[Na+].[C:78]([O:84][CH2:85]Cl)(=[O:83])[C:79]([CH3:82])([CH3:81])[CH3:80].[Na+].[I-].[CH3:89][O:90][C:91]1[CH:155]=[CH:154][C:94]([C:95]([O:108][CH2:109][C@H:110]2[O:114][C@@H:113]([N:115]3[C:145]4[N:144]=[CH:143][N:142]=[C:119]([NH:120][C:121]([C:136]5[CH:141]=[CH:140][CH:139]=[CH:138][CH:137]=5)([C:130]5[CH:135]=[CH:134][CH:133]=[CH:132][CH:131]=5)[C:122]5[CH:127]=[CH:126][C:125]([O:128][CH3:129])=[CH:124][CH:123]=5)[C:118]=4[N:117]=[CH:116]3)[C@H:112]([OH:146])[C@@H:111]2[O:147]C(=O)C(C)(C)C)([C:102]2[CH:107]=[CH:106][CH:105]=[CH:104][CH:103]=2)[C:96]2[CH:101]=[CH:100][CH:99]=[CH:98][CH:97]=2)=[CH:93][CH:92]=1. The catalyst is C1COCC1. The product is [CH3:89][O:90][C:91]1[CH:155]=[CH:154][C:94]([C:95]([O:108][CH2:109][C@H:110]2[O:114][C@@H:113]([N:115]3[C:145]4[N:144]=[CH:143][N:142]=[C:119]([NH:120][C:121]([C:136]5[CH:137]=[CH:138][CH:139]=[CH:140][CH:141]=5)([C:130]5[CH:135]=[CH:134][CH:133]=[CH:132][CH:131]=5)[C:122]5[CH:127]=[CH:126][C:125]([O:128][CH3:129])=[CH:124][CH:123]=5)[C:118]=4[N:117]=[CH:116]3)[C@H:112]([OH:146])[C@@H:111]2[O:147][CH2:85][O:84][C:78](=[O:83])[C:79]([CH3:82])([CH3:81])[CH3:80])([C:102]2[CH:103]=[CH:104][CH:105]=[CH:106][CH:107]=2)[C:96]2[CH:101]=[CH:100][CH:99]=[CH:98][CH:97]=2)=[CH:93][CH:92]=1. The yield is 0.210. (2) The reactants are [F:1][C:2]1([F:27])[CH2:26][CH2:25][C:5]2([CH2:9][N:8](C(OCC3C=CC=CC=3)=O)[C@H:7]([C:20]([O:22][CH2:23][CH3:24])=[O:21])[CH2:6]2)[CH2:4][CH2:3]1. The catalyst is C(O)C.[OH-].[OH-].[Pd+2]. The product is [F:27][C:2]1([F:1])[CH2:26][CH2:25][C:5]2([CH2:9][NH:8][C@H:7]([C:20]([O:22][CH2:23][CH3:24])=[O:21])[CH2:6]2)[CH2:4][CH2:3]1. The yield is 0.930.